Predict the product of the given reaction. From a dataset of Forward reaction prediction with 1.9M reactions from USPTO patents (1976-2016). (1) The product is: [OH:1][C@@:2]1([C:9]#[C:10][C:11]2[CH:12]=[C:13]([C:17]3[N:22]=[C:21]([C:23]([NH2:34])=[O:25])[CH:20]=[C:19]([C:28]4[CH:33]=[N:32][CH:31]=[CH:30][N:29]=4)[N:18]=3)[CH:14]=[CH:15][CH:16]=2)[CH2:6][CH2:5][N:4]([CH3:7])[C:3]1=[O:8]. Given the reactants [OH:1][C@@:2]1([C:9]#[C:10][C:11]2[CH:12]=[C:13]([C:17]3[N:22]=[C:21]([C:23]([O:25]CC)=O)[CH:20]=[C:19]([C:28]4[CH:33]=[N:32][CH:31]=[CH:30][N:29]=4)[N:18]=3)[CH:14]=[CH:15][CH:16]=2)[CH2:6][CH2:5][N:4]([CH3:7])[C:3]1=[O:8].[NH3:34], predict the reaction product. (2) Given the reactants [F:1][C:2]1[CH:7]=[CH:6][C:5]([CH2:8][O:9][C:10]2[N:14]([C:15]3[CH:20]=[C:19]([C:21]#[N:22])[CH:18]=[CH:17][N:16]=3)[N:13]=[CH:12][C:11]=2[CH2:23][CH2:24][OH:25])=[CH:4][CH:3]=1.CCN(CC)CC.[CH3:33][S:34](Cl)(=[O:36])=[O:35].O, predict the reaction product. The product is: [CH3:33][S:34]([O:25][CH2:24][CH2:23][C:11]1[CH:12]=[N:13][N:14]([C:15]2[CH:20]=[C:19]([C:21]#[N:22])[CH:18]=[CH:17][N:16]=2)[C:10]=1[O:9][CH2:8][C:5]1[CH:6]=[CH:7][C:2]([F:1])=[CH:3][CH:4]=1)(=[O:36])=[O:35]. (3) Given the reactants C([O:5]C(C1C(C2C=CC(Cl)=CC=2)=C2C(=CC=1Cl)N=C(C)C=C2)C(O)=O)(C)(C)C.[C:29]([O:33][C@@H:34]([C:37]1[C:38]([C:50]2[CH:55]=[CH:54][C:53]([Cl:56])=[CH:52][CH:51]=2)=[C:39]2[C:44](=[CH:45][C:46]=1[CH3:47])[N:43]=[C:42]([CH2:48][CH3:49])[CH:41]=[CH:40]2)[CH2:35][OH:36])([CH3:32])([CH3:31])[CH3:30].C(OC(C1C(C2C=CC(Cl)=CC=2)=C2C(=CC=1Cl)N=C(C)C=C2)CO)(C)(C)C, predict the reaction product. The product is: [C:29]([O:33][C@@H:34]([C:37]1[C:38]([C:50]2[CH:51]=[CH:52][C:53]([Cl:56])=[CH:54][CH:55]=2)=[C:39]2[C:44](=[CH:45][C:46]=1[CH3:47])[N:43]=[C:42]([CH2:48][CH3:49])[CH:41]=[CH:40]2)[C:35]([OH:5])=[O:36])([CH3:30])([CH3:31])[CH3:32]. (4) Given the reactants C(=O)([O-])[O-].[K+].[K+].[Cl:7][CH2:8][C@H:9]1[C:17]2[C:16]3[CH:18]=[CH:19][CH:20]=[CH:21][C:15]=3[C:14]([OH:22])=[CH:13][C:12]=2[N:11]([C:23]([O:25][C:26]([CH3:29])([CH3:28])[CH3:27])=[O:24])[CH2:10]1.Br[CH2:31][C:32]1[CH:37]=[CH:36][C:35]([N+:38]([O-:40])=[O:39])=[CH:34][CH:33]=1, predict the reaction product. The product is: [Cl:7][CH2:8][C@H:9]1[C:17]2[C:16]3[CH:18]=[CH:19][CH:20]=[CH:21][C:15]=3[C:14]([O:22][CH2:31][C:32]3[CH:37]=[CH:36][C:35]([N+:38]([O-:40])=[O:39])=[CH:34][CH:33]=3)=[CH:13][C:12]=2[N:11]([C:23]([O:25][C:26]([CH3:29])([CH3:28])[CH3:27])=[O:24])[CH2:10]1. (5) Given the reactants C([N:4]1[C:16]2[CH:15]=[CH:14][C:13](Br)=[CH:12][C:11]=2[C:10]2[C:5]1=[CH:6][CH:7]=[CH:8][CH:9]=2)(=O)C.[C:18]1([CH3:32])[CH:23]=[CH:22][C:21]([NH:24][C:25]2[CH:30]=[CH:29][C:28]([CH3:31])=[CH:27][CH:26]=2)=[CH:20][CH:19]=1, predict the reaction product. The product is: [C:28]1([CH3:31])[CH:29]=[CH:30][C:25]([N:24]([C:8]2[CH:7]=[CH:6][C:5]3[NH:4][C:16]4[C:11]([C:10]=3[CH:9]=2)=[CH:12][CH:13]=[CH:14][CH:15]=4)[C:21]2[CH:20]=[CH:19][C:18]([CH3:32])=[CH:23][CH:22]=2)=[CH:26][CH:27]=1. (6) Given the reactants [CH2:1]([CH:4]1[C@:9]([C:11]2[CH:16]=[C:15]([N+:17]([O-:19])=[O:18])[CH:14]=[CH:13][C:12]=2[F:20])([CH3:10])[N:8]=[C:7]([N:21]([C:29]([O:31][C:32]([CH3:35])([CH3:34])[CH3:33])=[O:30])[C:22](=[O:28])[O:23][C:24]([CH3:27])([CH3:26])[CH3:25])[C:6]([CH3:37])([CH3:36])[S:5]1(=[O:39])=[O:38])[CH:2]=C.C(=O)(O)[O-:41].[Na+].C(Cl)Cl.[BH4-].[Na+], predict the reaction product. The product is: [C:24]([O:23][C:22]([N:21]([C:7]1[C:6]([CH3:37])([CH3:36])[S:5](=[O:38])(=[O:39])[CH:4]([CH2:1][CH2:2][OH:41])[C@:9]([C:11]2[CH:16]=[C:15]([N+:17]([O-:19])=[O:18])[CH:14]=[CH:13][C:12]=2[F:20])([CH3:10])[N:8]=1)[C:29](=[O:30])[O:31][C:32]([CH3:34])([CH3:33])[CH3:35])=[O:28])([CH3:25])([CH3:26])[CH3:27].